From a dataset of Catalyst prediction with 721,799 reactions and 888 catalyst types from USPTO. Predict which catalyst facilitates the given reaction. (1) Reactant: [Br:1][C:2]1[CH:7]=[CH:6][C:5]([NH:8][C:9](=[NH:18])[C:10]2[C:15]([Cl:16])=[CH:14][CH:13]=[CH:12][C:11]=2[Cl:17])=[CH:4][CH:3]=1.Br[CH2:20][C:21](=O)[C:22]([CH3:28])([CH3:27])[C:23]([O:25][CH3:26])=[O:24].C([O-])(O)=O.[Na+]. Product: [CH3:26][O:25][C:23](=[O:24])[C:22]([C:21]1[N:18]=[C:9]([C:10]2[C:11]([Cl:17])=[CH:12][CH:13]=[CH:14][C:15]=2[Cl:16])[N:8]([C:5]2[CH:4]=[CH:3][C:2]([Br:1])=[CH:7][CH:6]=2)[CH:20]=1)([CH3:28])[CH3:27]. The catalyst class is: 32. (2) Reactant: [NH2:1][C:2]1[CH:9]=[CH:8][C:5]([CH2:6][NH2:7])=[CH:4][CH:3]=1.[C:10](O[C:10]([O:12][C:13]([CH3:16])([CH3:15])[CH3:14])=[O:11])([O:12][C:13]([CH3:16])([CH3:15])[CH3:14])=[O:11]. Product: [NH2:1][C:2]1[CH:9]=[CH:8][C:5]([CH2:6][NH:7][C:10](=[O:11])[O:12][C:13]([CH3:16])([CH3:15])[CH3:14])=[CH:4][CH:3]=1. The catalyst class is: 5. (3) Reactant: [H-].[H-].[H-].[H-].[Li+].[Al+3].C([O:9][C:10](=O)[CH2:11][CH2:12][C:13]1[CH:18]=[CH:17][C:16]([C:19]2[CH:24]=[CH:23][C:22]([O:25][CH2:26][CH2:27][CH2:28][CH2:29][CH2:30][CH2:31][CH3:32])=[CH:21][CH:20]=2)=[CH:15][CH:14]=1)C. Product: [CH2:26]([O:25][C:22]1[CH:23]=[CH:24][C:19]([C:16]2[CH:17]=[CH:18][C:13]([CH2:12][CH2:11][CH2:10][OH:9])=[CH:14][CH:15]=2)=[CH:20][CH:21]=1)[CH2:27][CH2:28][CH2:29][CH2:30][CH2:31][CH3:32]. The catalyst class is: 1. (4) Reactant: C([O:3][C:4]([C@@H:6]1[C@@H:10]([C:11](=[O:27])[NH:12][C:13]2[CH:18]=[CH:17][C:16]([N:19]3[CH:24]=[CH:23][CH:22]=[CH:21][C:20]3=[O:25])=[CH:15][C:14]=2[F:26])[CH2:9][N:8]([S:28]([CH3:31])(=[O:30])=[O:29])[CH2:7]1)=[O:5])C. Product: [F:26][C:14]1[CH:15]=[C:16]([N:19]2[CH:24]=[CH:23][CH:22]=[CH:21][C:20]2=[O:25])[CH:17]=[CH:18][C:13]=1[NH:12][C:11]([C@H:10]1[CH2:9][N:8]([S:28]([CH3:31])(=[O:30])=[O:29])[CH2:7][C@@H:6]1[C:4]([OH:5])=[O:3])=[O:27]. The catalyst class is: 38. (5) Reactant: [NH2:1][C:2]1[CH:11]=[CH:10][C:5]([C:6]([O:8][CH3:9])=[O:7])=[CH:4][CH:3]=1.[CH2:12]([N:14]=[C:15]=[S:16])[CH3:13].O. Product: [CH2:12]([NH:14][C:15](=[S:16])[NH:1][C:2]1[CH:3]=[CH:4][C:5]([C:6]([O:8][CH3:9])=[O:7])=[CH:10][CH:11]=1)[CH3:13]. The catalyst class is: 10. (6) Reactant: [Cl:1][C:2]1[C:9]([OH:10])=[CH:8][CH:7]=[CH:6][C:3]=1[CH:4]=[O:5].[BH4-].[Na+]. Product: [Cl:1][C:2]1[C:3]([CH2:4][OH:5])=[CH:6][CH:7]=[CH:8][C:9]=1[OH:10]. The catalyst class is: 191. (7) Reactant: Cl[C:2]1[CH:7]=[C:6]([Cl:8])[N:5]=[CH:4][N:3]=1.[N:9]1([C:15]([O:17][CH2:18][CH:19]([CH3:21])[CH3:20])=[O:16])[CH2:14][CH2:13][NH:12][CH2:11][CH2:10]1.C(N(CC)CC)C.CN(C=O)C. Product: [Cl:8][C:6]1[N:5]=[CH:4][N:3]=[C:2]([N:12]2[CH2:11][CH2:10][N:9]([C:15]([O:17][CH2:18][CH:19]([CH3:21])[CH3:20])=[O:16])[CH2:14][CH2:13]2)[CH:7]=1. The catalyst class is: 6.